Dataset: Full USPTO retrosynthesis dataset with 1.9M reactions from patents (1976-2016). Task: Predict the reactants needed to synthesize the given product. (1) Given the product [CH3:18][O:11][C:10](=[O:12])[C:9]1[CH:13]=[CH:14][C:15]([O:16][CH3:17])=[C:7]([NH2:6])[CH:8]=1, predict the reactants needed to synthesize it. The reactants are: OS(O)(=O)=O.[NH2:6][C:7]1[CH:8]=[C:9]([CH:13]=[CH:14][C:15]=1[O:16][CH3:17])[C:10]([OH:12])=[O:11].[CH3:18]O. (2) The reactants are: [F:1]/[C:2](/[CH:5]1[CH2:10][CH2:9][CH:8]([CH2:11][CH2:12][CH3:13])[CH2:7][CH2:6]1)=[CH:3]/[F:4].[Li]C(C)(C)C.[I:19]I.O. Given the product [F:1]/[C:2](/[CH:5]1[CH2:10][CH2:9][CH:8]([CH2:11][CH2:12][CH3:13])[CH2:7][CH2:6]1)=[C:3](/[F:4])\[I:19], predict the reactants needed to synthesize it.